From a dataset of Reaction yield outcomes from USPTO patents with 853,638 reactions. Predict the reaction yield, written as a fraction of the theoretical maximum amount of product (1.0 means a 100% yield; for example, 0.34 means a 34% yield). (1) The reactants are ClC1C=CC=CC=1C([N:10]([C:14]1[C:15]([C:19]2[CH:24]=[CH:23][C:22]([CH2:25][CH2:26]Cl)=[CH:21][CH:20]=2)=[N:16][O:17][CH:18]=1)[C:11](=[O:13])[O-:12])C.[C:28]([O:32][CH3:33])(=[O:31])[CH2:29][SH:30].C(N([CH2:39][CH3:40])CC)C.[CH:41]([Cl:44])(Cl)Cl. No catalyst specified. The product is [Cl:44][C:41]1[CH:20]=[CH:19][CH:15]=[CH:14][C:18]=1[CH:39]([O:12][C:11]([NH:10][C:14]1[C:15]([C:19]2[CH:20]=[CH:21][C:22]([CH2:25][CH2:26][S:30][CH2:29][C:28]([O:32][CH3:33])=[O:31])=[CH:23][CH:24]=2)=[N:16][O:17][CH:18]=1)=[O:13])[CH3:40]. The yield is 0.340. (2) The reactants are C1(O[C:8](=[O:25])[NH:9][C:10]2[CH:11]=[N:12][CH:13]=[C:14]([C:16]#[C:17][C:18]3[CH:19]=[N:20][C:21]([NH2:24])=[N:22][CH:23]=3)[CH:15]=2)C=CC=CC=1.[N:26]1([C:32]2[CH:39]=[CH:38][CH:37]=[CH:36][C:33]=2[CH2:34][NH2:35])[CH2:31][CH2:30][O:29][CH2:28][CH2:27]1.C(N(CC)CC)C. The catalyst is O1CCOCC1. The product is [NH2:24][C:21]1[N:22]=[CH:23][C:18]([C:17]#[C:16][C:14]2[CH:15]=[C:10]([NH:9][C:8]([NH:35][CH2:34][C:33]3[CH:36]=[CH:37][CH:38]=[CH:39][C:32]=3[N:26]3[CH2:31][CH2:30][O:29][CH2:28][CH2:27]3)=[O:25])[CH:11]=[N:12][CH:13]=2)=[CH:19][N:20]=1. The yield is 0.970. (3) The reactants are C(O[C:6](=[O:32])[NH:7][CH:8]([C:27]1[S:28][CH:29]=[CH:30][CH:31]=1)[C:9]([N:11]1[CH2:16][CH2:15][CH:14]([N:17]2[CH2:21][C:20]3=[CH:22][N:23]=[C:24]([CH3:25])[N:19]3[C:18]2=[O:26])[CH2:13][CH2:12]1)=[O:10])(C)(C)C.[ClH:33].C(O[CH2:38][CH3:39])(=O)C. No catalyst specified. The product is [Cl:33][C:39]1[CH:38]=[CH:9][C:8]([NH:7][C:6]([NH:7][CH:8]([C:27]2[S:28][CH:29]=[CH:30][CH:31]=2)[C:9]([N:11]2[CH2:16][CH2:15][CH:14]([N:17]3[CH2:21][C:20]4=[CH:22][N:23]=[C:24]([CH3:25])[N:19]4[C:18]3=[O:26])[CH2:13][CH2:12]2)=[O:10])=[O:32])=[CH:27][CH:31]=1. The yield is 0.420. (4) The reactants are [Br:1][C:2]1[CH:9]=[CH:8][C:5]([CH2:6]Br)=[CH:4][CH:3]=1.C(N(CC)CC)C.[NH:17]1[CH2:22][CH2:21][CH:20]([C:23]#[N:24])[CH2:19][CH2:18]1. The catalyst is C1COCC1. The product is [Br:1][C:2]1[CH:9]=[CH:8][C:5]([CH2:6][N:17]2[CH2:22][CH2:21][CH:20]([C:23]#[N:24])[CH2:19][CH2:18]2)=[CH:4][CH:3]=1. The yield is 0.990. (5) The yield is 0.310. The reactants are [CH2:1]([S:4](Cl)(=[O:6])=[O:5])[CH2:2]C.[NH2:8][CH2:9][C:10]([C:13]1[CH:18]=[CH:17][C:16]([I:19])=[CH:15][CH:14]=1)([OH:12])[CH3:11].[CH2:20]1CCN2C(=NCCC2)CC1. The catalyst is C(Cl)Cl. The product is [OH:12][C:10]([C:13]1[CH:14]=[CH:15][C:16]([I:19])=[CH:17][CH:18]=1)([CH3:11])[CH2:9][NH:8][S:4]([CH:1]([CH3:2])[CH3:20])(=[O:5])=[O:6]. (6) The reactants are [Br:1][C:2]1[CH:3]=[C:4]2[C:9](=[CH:10][CH:11]=1)[N:8]=[CH:7][C:6]([C:12](=[O:14])[CH3:13])=[C:5]2Cl.Cl.[CH3:17][N:18]([CH3:26])[C@H:19]1[CH2:24][CH2:23][C@H:22]([NH2:25])[CH2:21][CH2:20]1. No catalyst specified. The product is [Br:1][C:2]1[CH:3]=[C:4]2[C:9](=[CH:10][CH:11]=1)[N:8]=[CH:7][C:6]([C:12](=[O:14])[CH3:13])=[C:5]2[NH:25][C@H:22]1[CH2:23][CH2:24][C@H:19]([N:18]([CH3:26])[CH3:17])[CH2:20][CH2:21]1. The yield is 0.180.